This data is from Reaction yield outcomes from USPTO patents with 853,638 reactions. The task is: Predict the reaction yield, written as a fraction of the theoretical maximum amount of product (1.0 means a 100% yield; for example, 0.34 means a 34% yield). (1) The reactants are [S:1]1[CH:5]=[CH:4][C:3]([CH:6]([C:10]([OH:12])=[O:11])[C:7]([OH:9])=[O:8])=[CH:2]1.[CH2:13](O)[CH2:14][CH2:15][CH2:16][CH2:17][CH2:18][CH2:19][CH2:20][CH2:21][CH2:22][CH2:23][CH3:24].CS(O)(=O)=O.C(Cl)Cl. The catalyst is C1COCC1. The product is [S:1]1[CH:5]=[CH:4][C:3]([CH:6]([C:7]([O:9][CH2:24][CH2:23][CH2:22][CH2:21][CH2:20][CH2:19][CH2:18][CH2:17][CH2:16][CH2:15][CH2:14][CH3:13])=[O:8])[C:10]([O:12][CH2:13][CH2:14][CH2:15][CH2:16][CH2:17][CH2:18][CH2:19][CH2:20][CH2:21][CH2:22][CH2:23][CH3:24])=[O:11])=[CH:2]1. The yield is 0.690. (2) The reactants are [C:1]([C:5]1[N:6]=[C:7]([NH2:10])[S:8][CH:9]=1)([CH3:4])([CH3:3])[CH3:2].[Cl:11][C:12]1[C:13]([CH3:22])=[C:14]([S:18](Cl)(=[O:20])=[O:19])[CH:15]=[CH:16][CH:17]=1. No catalyst specified. The product is [C:1]([C:5]1[N:6]=[C:7]([NH:10][S:18]([C:14]2[CH:15]=[CH:16][CH:17]=[C:12]([Cl:11])[C:13]=2[CH3:22])(=[O:19])=[O:20])[S:8][CH:9]=1)([CH3:4])([CH3:3])[CH3:2]. The yield is 0.400. (3) The reactants are [Br:1][C:2]1[CH:3]=[C:4]([N:9]2[C:13](=[O:14])[O:12][N:11]=[C:10]2[C:15]2[C:16]([NH:20][CH2:21][CH2:22][N:23](CC3C=CC(OC)=CC=3)[S:24]([N:27](CC3C=CC(OC)=CC=3)C(=O)OC(C)(C)C)(=[O:26])=[O:25])=[N:17][O:18][N:19]=2)[CH:5]=[CH:6][C:7]=1[F:8].FC(F)(F)C(O)=O. No catalyst specified. The product is [Br:1][C:2]1[CH:3]=[C:4]([N:9]2[C:13](=[O:14])[O:12][N:11]=[C:10]2[C:15]2[C:16]([NH:20][CH2:21][CH2:22][NH:23][S:24]([NH2:27])(=[O:25])=[O:26])=[N:17][O:18][N:19]=2)[CH:5]=[CH:6][C:7]=1[F:8]. The yield is 0.870. (4) The reactants are [CH3:1][O:2][C:3]1[CH:27]=[CH:26][C:6]([CH2:7][NH:8][C:9]2[CH:14]=[C:13]([O:15][C:16]3[CH:21]=[CH:20][C:19]([N+:22]([O-])=O)=[CH:18][C:17]=3[F:25])[N:12]=[CH:11][N:10]=2)=[CH:5][CH:4]=1.[Cl-].[NH4+]. The catalyst is [Zn].CO.C1COCC1. The product is [CH3:1][O:2][C:3]1[CH:4]=[CH:5][C:6]([CH2:7][NH:8][C:9]2[CH:14]=[C:13]([O:15][C:16]3[CH:21]=[CH:20][C:19]([NH2:22])=[CH:18][C:17]=3[F:25])[N:12]=[CH:11][N:10]=2)=[CH:26][CH:27]=1. The yield is 0.990. (5) The reactants are [CH3:1][O:2][C:3]([NH:5][CH:6]([CH:10]([CH3:12])[CH3:11])[C:7](O)=[O:8])=[O:4].C1C=CC2N(O)N=NC=2C=1.Cl.Cl.Cl.[CH3:26][O:27][C:28](=[O:76])[NH:29][CH:30]([C:34]([N:36]1[CH:42]([C:43]2[NH:44][C:45]([C:48]3[CH:53]=[CH:52][C:51]([C:54]4[CH:63]=[CH:62][C:61]5[C:56](=[CH:57][CH:58]=[C:59]([C:64]6[NH:65][C:66]([CH:69]7[CH2:73][CH:72]([C:74]#[N:75])[CH2:71][NH:70]7)=[N:67][CH:68]=6)[CH:60]=5)[CH:55]=4)=[CH:50][CH:49]=3)=[CH:46][N:47]=2)[CH2:41][C:38]2([CH2:40][CH2:39]2)[CH2:37]1)=[O:35])[CH:31]([CH3:33])[CH3:32].CN1CCOCC1. The catalyst is CN(C=O)C.CCOC(C)=O. The product is [CH3:26][O:27][C:28](=[O:76])[NH:29][CH:30]([C:34]([N:36]1[CH:42]([C:43]2[NH:44][C:45]([C:48]3[CH:49]=[CH:50][C:51]([C:54]4[CH:63]=[CH:62][C:61]5[C:56](=[CH:57][CH:58]=[C:59]([C:64]6[NH:65][C:66]([CH:69]7[CH2:73][CH:72]([C:74]#[N:75])[CH2:71][N:70]7[C:7](=[O:8])[CH:6]([NH:5][C:3]([O:2][CH3:1])=[O:4])[CH:10]([CH3:12])[CH3:11])=[N:67][CH:68]=6)[CH:60]=5)[CH:55]=4)=[CH:52][CH:53]=3)=[CH:46][N:47]=2)[CH2:41][C:38]2([CH2:39][CH2:40]2)[CH2:37]1)=[O:35])[CH:31]([CH3:33])[CH3:32]. The yield is 0.110.